Task: Predict the reaction yield, written as a fraction of the theoretical maximum amount of product (1.0 means a 100% yield; for example, 0.34 means a 34% yield).. Dataset: Reaction yield outcomes from USPTO patents with 853,638 reactions (1) The reactants are Br[CH2:2][C:3]1[NH:8][C:7]([C:9]2[S:10][C:11]([F:14])=[CH:12][N:13]=2)=[N:6][CH:5]([C:15]2[CH:20]=[CH:19][C:18]([F:21])=[CH:17][C:16]=2[Cl:22])[C:4]=1[C:23]([O:25][CH2:26][CH3:27])=[O:24].Cl.[NH:29]1[CH2:34][CH2:33][O:32][CH2:31][CH:30]1[C:35]([OH:37])=[O:36]. No catalyst specified. The product is [Cl:22][C:16]1[CH:17]=[C:18]([F:21])[CH:19]=[CH:20][C:15]=1[CH:5]1[N:6]=[C:7]([C:9]2[S:10][C:11]([F:14])=[CH:12][N:13]=2)[NH:8][C:3]([CH2:2][N:29]2[CH2:34][CH2:33][O:32][CH2:31][CH:30]2[C:35]([OH:37])=[O:36])=[C:4]1[C:23]([O:25][CH2:26][CH3:27])=[O:24]. The yield is 0.900. (2) The reactants are [C:1]([C:3]1[C:8]2[S:9][CH:10]=[CH:11][C:7]=2[C:6]([NH:12][C@H:13]([C@@H:17]([OH:19])[CH3:18])[C:14]([OH:16])=O)=[CH:5][CH:4]=1)#[N:2].[F:20][C:21]1[CH:30]=[CH:29][C:24]([C:25]([NH:27][NH2:28])=[O:26])=[CH:23][CH:22]=1.C1C=CC2N(O)N=NC=2C=1.C(Cl)CCl.CCN(CC)CC. The catalyst is C1COCC1.CN(C=O)C. The product is [C:1]([C:3]1[C:8]2[S:9][CH:10]=[CH:11][C:7]=2[C:6]([NH:12][C@H:13]([C@@H:17]([OH:19])[CH3:18])[C:14]([NH:28][NH:27][C:25](=[O:26])[C:24]2[CH:23]=[CH:22][C:21]([F:20])=[CH:30][CH:29]=2)=[O:16])=[CH:5][CH:4]=1)#[N:2]. The yield is 0.710. (3) The reactants are [CH2:1]([C:3]([CH2:8][CH3:9])([CH2:6][OH:7])[CH2:4][OH:5])[CH3:2].[S:10](Cl)(Cl)=[O:11].O. The catalyst is C(OCC)C. The product is [CH2:1]([C:3]1([CH2:8][CH3:9])[CH2:6][O:7][S:10](=[O:11])[O:5][CH2:4]1)[CH3:2]. The yield is 0.980. (4) The reactants are [NH2:1][C:2]1[N:10]=[C:9]2[C:5]([NH:6][C:7](=[O:22])[N:8]2[C@H:11]2[C:20]3[C:15](=[C:16]([F:21])[CH:17]=[CH:18][CH:19]=3)[O:14][CH2:13][CH2:12]2)=[C:4]([Cl:23])[N:3]=1.C(=O)([O-])[O-].[Cs+].[Cs+].C1C=CC(P(C2C(C3C(P(C4C=CC=CC=4)C4C=CC=CC=4)=CC=C4C=3C=CC=C4)=C3C(C=CC=C3)=CC=2)C2C=CC=CC=2)=CC=1.Br[C:77]1[CH:82]=[C:81]([F:83])[CH:80]=[CH:79][C:78]=1[N+:84]([O-:86])=[O:85]. The product is [Cl:23][C:4]1[N:3]=[C:2]([NH:1][C:77]2[CH:82]=[C:81]([F:83])[CH:80]=[CH:79][C:78]=2[N+:84]([O-:86])=[O:85])[N:10]=[C:9]2[C:5]=1[NH:6][C:7](=[O:22])[N:8]2[C@H:11]1[C:20]2[C:15](=[C:16]([F:21])[CH:17]=[CH:18][CH:19]=2)[O:14][CH2:13][CH2:12]1. The yield is 0.460. The catalyst is C1(C)C=CC=CC=1.CC([O-])=O.CC([O-])=O.[Pd+2]. (5) The reactants are CC1C=CC(S([O:11][CH2:12][C:13]2[CH:18]=[CH:17][CH:16]=[C:15]([CH2:19]O)[N:14]=2)(=O)=O)=CC=1.[N-:21]=[N+:22]=[N-:23].[Na+]. The catalyst is CN(C=O)C. The product is [N:21]([CH2:19][C:15]1[N:14]=[C:13]([CH2:12][OH:11])[CH:18]=[CH:17][CH:16]=1)=[N+:22]=[N-:23]. The yield is 0.980. (6) The product is [CH3:37][C:36]([C@@H:35]1[N:34]2[C:3](=[O:4])[C:5]3[N:6]([CH:7]=[C:8]([C:20]([NH:21][CH2:22][C:23]4[CH:28]=[CH:27][C:26]([F:29])=[CH:25][CH:24]=4)=[O:30])[C:9](=[O:19])[C:10]=3[O:11][CH2:12][C:13]3[CH:18]=[CH:17][CH:16]=[CH:15][CH:14]=3)[CH2:31][C@H:32]2[O:33][CH2:40]1)([CH3:39])[CH3:38]. The catalyst is ClCCl. The yield is 0.850. The reactants are CO[C:3]([C:5]1[N:6]([CH2:31][CH:32]=[O:33])[CH:7]=[C:8]([C:20](=[O:30])[NH:21][CH2:22][C:23]2[CH:28]=[CH:27][C:26]([F:29])=[CH:25][CH:24]=2)[C:9](=[O:19])[C:10]=1[O:11][CH2:12][C:13]1[CH:18]=[CH:17][CH:16]=[CH:15][CH:14]=1)=[O:4].[NH2:34][C@H:35]([CH2:40]O)[C:36]([CH3:39])([CH3:38])[CH3:37].C(O)(=O)C. (7) The reactants are [C:1]([O:5][C:6]([N:8]1[CH2:12][CH2:11][CH:10]([C:13]2[CH:18]=[CH:17][C:16]([N:19]=[C:20]=[O:21])=[CH:15][CH:14]=2)[CH2:9]1)=[O:7])([CH3:4])([CH3:3])[CH3:2].C(N(CC)C(C)C)(C)C.[F:31][C:32]1([F:39])[CH2:37][CH2:36][CH:35]([OH:38])[CH2:34][CH2:33]1. The catalyst is C1COCC1. The product is [C:1]([O:5][C:6]([N:8]1[CH2:12][CH2:11][CH:10]([C:13]2[CH:14]=[CH:15][C:16]([NH:19][C:20]([O:38][CH:35]3[CH2:36][CH2:37][C:32]([F:39])([F:31])[CH2:33][CH2:34]3)=[O:21])=[CH:17][CH:18]=2)[CH2:9]1)=[O:7])([CH3:4])([CH3:2])[CH3:3]. The yield is 0.120. (8) The reactants are Cl.[N:2]1[CH:7]=[CH:6][N:5]=[CH:4][C:3]=1[CH2:8][NH2:9].[OH-].[K+].[C:12](O[C:12](=[O:16])[CH:13]([CH3:15])[CH3:14])(=[O:16])[CH:13]([CH3:15])[CH3:14]. The catalyst is CO. The product is [CH3:14][CH:13]([CH3:15])[C:12]([NH:9][CH2:8][C:3]1[CH:4]=[N:5][CH:6]=[CH:7][N:2]=1)=[O:16]. The yield is 0.490. (9) The catalyst is C(Cl)Cl.O. The yield is 0.720. The product is [C:11]([O:19][CH:20](/[CH:47]=[CH:48]/[C@@H:49]([C@@H:58]1[O:63][C@H:62]2[CH2:64][CH2:65][C@H:66]([CH2:68][C:69](=[O:107])[CH2:70][C@@H:71]3[C@@H:75]([O:76][CH3:77])[C@@H:74]([CH2:78][C@H:79]([O:89][Si:90]([C:93]([CH3:94])([CH3:95])[CH3:96])([CH3:91])[CH3:92])[CH2:80][O:81][Si:82]([C:85]([CH3:86])([CH3:87])[CH3:88])([CH3:84])[CH3:83])[O:73][C@H:72]3[CH2:97][CH:98]=[O:99])[O:67][C@@H:61]2[C@H:60]([O:108][Si:109]([C:112]([CH3:115])([CH3:114])[CH3:113])([CH3:111])[CH3:110])[C@@H:59]1[O:116][Si:117]([C:120]([CH3:121])([CH3:123])[CH3:122])([CH3:118])[CH3:119])[O:50][Si:51]([C:54]([CH3:57])([CH3:56])[CH3:55])([CH3:53])[CH3:52])[CH2:21][CH2:22][C@@H:23]1[O:31][C@@H:30]2[C@@:25]([CH2:45][I:46])([O:26][C@@H:27]([CH2:32][C@@H:33]([CH3:44])[C:34]([O:36][S:37]([C:40]([F:43])([F:42])[F:41])(=[O:39])=[O:38])=[CH2:35])[CH2:28][CH2:29]2)[CH2:24]1)(=[O:18])[C:12]1[CH:17]=[CH:16][CH:15]=[CH:14][CH:13]=1. The reactants are C(Cl)(=O)C(Cl)=O.CS(C)=O.[C:11]([O:19][CH:20](/[CH:47]=[CH:48]/[C@@H:49]([C@@H:58]1[O:63][C@H:62]2[CH2:64][CH2:65][C@H:66]([CH2:68][C:69](=[O:107])[CH2:70][C@@H:71]3[C@@H:75]([O:76][CH3:77])[C@@H:74]([CH2:78][C@H:79]([O:89][Si:90]([C:93]([CH3:96])([CH3:95])[CH3:94])([CH3:92])[CH3:91])[CH2:80][O:81][Si:82]([C:85]([CH3:88])([CH3:87])[CH3:86])([CH3:84])[CH3:83])[O:73][C@H:72]3[CH2:97][CH2:98][O:99][Si](CC)(CC)CC)[O:67][C@@H:61]2[C@H:60]([O:108][Si:109]([C:112]([CH3:115])([CH3:114])[CH3:113])([CH3:111])[CH3:110])[C@@H:59]1[O:116][Si:117]([C:120]([CH3:123])([CH3:122])[CH3:121])([CH3:119])[CH3:118])[O:50][Si:51]([C:54]([CH3:57])([CH3:56])[CH3:55])([CH3:53])[CH3:52])[CH2:21][CH2:22][C@@H:23]1[O:31][C@@H:30]2[C@@:25]([CH2:45][I:46])([O:26][C@@H:27]([CH2:32][C@@H:33]([CH3:44])[C:34]([O:36][S:37]([C:40]([F:43])([F:42])[F:41])(=[O:39])=[O:38])=[CH2:35])[CH2:28][CH2:29]2)[CH2:24]1)(=[O:18])[C:12]1[CH:17]=[CH:16][CH:15]=[CH:14][CH:13]=1.C(N(CC)CC)C. (10) The reactants are C([O:8][C:9]1[CH:10]=[C:11]2[C:16](=[CH:17][CH:18]=1)[CH:15]([C:19]1[CH:24]=[CH:23][C:22]([O:25][CH2:26][CH2:27][N:28]3[CH2:32][CH2:31][CH2:30][CH2:29]3)=[CH:21][CH:20]=1)[N:14]([S:33]([C:36]1[C:37]([CH3:42])=[N:38][O:39][C:40]=1[CH3:41])(=[O:35])=[O:34])[CH2:13][CH2:12]2)C1C=CC=CC=1.CO. The catalyst is C(Cl)Cl. The product is [CH3:42][C:37]1[C:36]([S:33]([N:14]2[CH2:13][CH2:12][C:11]3[C:16](=[CH:17][CH:18]=[C:9]([OH:8])[CH:10]=3)[CH:15]2[C:19]2[CH:20]=[CH:21][C:22]([O:25][CH2:26][CH2:27][N:28]3[CH2:32][CH2:31][CH2:30][CH2:29]3)=[CH:23][CH:24]=2)(=[O:35])=[O:34])=[C:40]([CH3:41])[O:39][N:38]=1. The yield is 0.350.